From a dataset of Full USPTO retrosynthesis dataset with 1.9M reactions from patents (1976-2016). Predict the reactants needed to synthesize the given product. (1) The reactants are: FC(F)(F)C(O)=O.[Cl:8][C:9]1[CH:10]=[CH:11][C:12]([O:41][CH3:42])=[C:13]([C:15]2[C:19]([NH:20][C:21]([C:23]3[C:31]4[N:30]=[CH:29][N:28]=[CH:27][C:26]=4[NH:25][N:24]=3)=[O:22])=[CH:18][N:17]([CH:32]([CH3:40])[C:33]([O:35]C(C)(C)C)=[O:34])[N:16]=2)[CH:14]=1. Given the product [Cl:8][C:9]1[CH:10]=[CH:11][C:12]([O:41][CH3:42])=[C:13]([C:15]2[C:19]([NH:20][C:21]([C:23]3[C:31]4[N:30]=[CH:29][N:28]=[CH:27][C:26]=4[NH:25][N:24]=3)=[O:22])=[CH:18][N:17]([CH:32]([CH3:40])[C:33]([OH:35])=[O:34])[N:16]=2)[CH:14]=1, predict the reactants needed to synthesize it. (2) Given the product [Cl:10][C:11]1[CH:12]=[CH:13][C:14]([C:17]2([NH:20][C:21]3[N:26]=[C:25]([O:27][CH2:28][C:29]([F:32])([F:30])[F:31])[N:24]=[C:23]([NH:33][C:34]4[CH:35]=[CH:36][C:37]([C:38]([OH:40])=[O:39])=[CH:41][CH:42]=4)[N:22]=3)[CH2:19][CH2:18]2)=[CH:15][CH:16]=1.[CH3:49][N:47]([C:46]([O:50][N:51]1[N:59]=[N:58][C:53]2[CH:54]=[CH:55][CH:56]=[N:57][C:52]1=2)=[N+:44]([CH3:45])[CH3:43])[CH3:48].[F:60][P-:61]([F:66])([F:65])([F:64])([F:63])[F:62].[CH3:1][CH2:2][N:3]([CH:7]([CH3:9])[CH3:8])[CH:4]([CH3:6])[CH3:5], predict the reactants needed to synthesize it. The reactants are: [CH3:1][CH2:2][N:3]([CH:7]([CH3:9])[CH3:8])[CH:4]([CH3:6])[CH3:5].[Cl:10][C:11]1[CH:16]=[CH:15][C:14]([C:17]2([NH:20][C:21]3[N:26]=[C:25]([O:27][CH2:28][C:29]([F:32])([F:31])[F:30])[N:24]=[C:23]([NH:33][C:34]4[CH:42]=[CH:41][C:37]([C:38]([OH:40])=[O:39])=[CH:36][CH:35]=4)[N:22]=3)[CH2:19][CH2:18]2)=[CH:13][CH:12]=1.[CH3:43][N:44]([C:46]([O:50][N:51]1[N:59]=[N:58][C:53]2[CH:54]=[CH:55][CH:56]=[N:57][C:52]1=2)=[N+:47]([CH3:49])[CH3:48])[CH3:45].[F:60][P-:61]([F:66])([F:65])([F:64])([F:63])[F:62]. (3) Given the product [CH2:1]([O:3][C:4]([C:5]1[CH:6]=[C:7]([C:8]2[CH:12]=[CH:11][N:10]([S:13]([C:16]3[CH:21]=[CH:20][CH:19]=[CH:18][CH:17]=3)(=[O:15])=[O:14])[CH:9]=2)[N:25]([C:27]2[CH:32]=[N:31][C:30]([CH3:33])=[CH:29][CH:28]=2)[N:26]=1)=[O:24])[CH3:2], predict the reactants needed to synthesize it. The reactants are: [CH2:1]([O:3][C:4](=[O:24])[C:5](=O)[CH2:6][C:7](=O)[C:8]1[CH:12]=[CH:11][N:10]([S:13]([C:16]2[CH:21]=[CH:20][CH:19]=[CH:18][CH:17]=2)(=[O:15])=[O:14])[CH:9]=1)[CH3:2].[NH:25]([C:27]1[CH:28]=[CH:29][C:30]([CH3:33])=[N:31][CH:32]=1)[NH2:26].Cl. (4) Given the product [Br:1][C:2]1[CH:3]=[C:4]2[C:5](=[CH:10][CH:11]=1)[C:6](=[O:8])[N:14]([C@@H:15]([CH2:18][C:19]1[CH:24]=[CH:23][CH:22]=[C:21]([C:25]#[C:26][Si:27]([CH3:29])([CH3:28])[CH3:30])[CH:20]=1)[CH2:16][OH:17])[CH2:12]2, predict the reactants needed to synthesize it. The reactants are: [Br:1][C:2]1[CH:11]=[CH:10][C:5]([C:6]([O:8]C)=O)=[C:4]([CH2:12]Br)[CH:3]=1.[NH2:14][C@@H:15]([CH2:18][C:19]1[CH:24]=[CH:23][CH:22]=[C:21]([C:25]#[C:26][Si:27]([CH3:30])([CH3:29])[CH3:28])[CH:20]=1)[CH2:16][OH:17].C(N(CC)C(C)C)(C)C. (5) Given the product [CH2:16]([NH:23][C:2]1[CH:7]=[C:6]([C:8]([F:11])([F:10])[F:9])[N:5]=[C:4]([Cl:12])[C:3]=1[NH2:13])[C:17]1[CH:22]=[CH:21][CH:20]=[CH:19][CH:18]=1, predict the reactants needed to synthesize it. The reactants are: Br[C:2]1[CH:7]=[C:6]([C:8]([F:11])([F:10])[F:9])[N:5]=[C:4]([Cl:12])[C:3]=1[NH2:13].[F-].[Cs+].[CH2:16]([NH2:23])[C:17]1[CH:22]=[CH:21][CH:20]=[CH:19][CH:18]=1.O. (6) Given the product [CH2:25]([CH:24]([C:23]1[C:18]2[N:19]([C:15]([C:11]3[N:7]4[CH:8]=[CH:9][CH:10]=[C:5]([CH:4]=[O:3])[C:6]4=[N:13][C:12]=3[CH3:14])=[C:16]([CH3:30])[N:17]=2)[N:20]=[C:21]([CH3:29])[CH:22]=1)[CH2:27][CH3:28])[CH3:26], predict the reactants needed to synthesize it. The reactants are: C([O:3][CH:4](OCC)[C:5]1[C:6]2[N:7]([C:11]([C:15]3[N:19]4[N:20]=[C:21]([CH3:29])[CH:22]=[C:23]([CH:24]([CH2:27][CH3:28])[CH2:25][CH3:26])[C:18]4=[N:17][C:16]=3[CH3:30])=[C:12]([CH3:14])[N:13]=2)[CH:8]=[CH:9][CH:10]=1)C.Cl. (7) Given the product [CH2:1]([N:3]1[CH:7]=[C:6]([I:13])[C:5]([C:8]2[S:9][CH:10]=[CH:11][CH:12]=2)=[N:4]1)[CH3:2], predict the reactants needed to synthesize it. The reactants are: [CH2:1]([N:3]1[CH:7]=[CH:6][C:5]([C:8]2[S:9][CH:10]=[CH:11][CH:12]=2)=[N:4]1)[CH3:2].[I:13]N1C(=O)CCC1=O.S([O-])([O-])(=O)=S.[Na+].[Na+].C(=O)([O-])[O-].[Na+].[Na+]. (8) Given the product [Cl:16][C:17]1[CH:22]=[CH:21][CH:20]=[CH:19][C:18]=1[S:23]([N:9]1[CH2:8][CH2:7][C:6]2([C:4](=[O:5])[N:38]([C:34]3[CH:33]=[C:32]4[C:37](=[CH:36][CH:35]=3)[N:29]([CH2:27][CH3:28])[N:30]=[CH:31]4)[CH2:13][CH2:12]2)[CH2:11][CH2:10]1)(=[O:25])=[O:24], predict the reactants needed to synthesize it. The reactants are: C(O[C:4]([C:6]1([CH2:12][CH2:13]OC)[CH2:11][CH2:10][NH:9][CH2:8][CH2:7]1)=[O:5])C.[Cl:16][C:17]1[CH:22]=[CH:21][CH:20]=[CH:19][C:18]=1[S:23](Cl)(=[O:25])=[O:24].[CH2:27]([N:29]1[C:37]2[C:32](=[CH:33][C:34]([NH2:38])=[CH:35][CH:36]=2)[CH:31]=[N:30]1)[CH3:28].